Predict the product of the given reaction. From a dataset of Forward reaction prediction with 1.9M reactions from USPTO patents (1976-2016). (1) Given the reactants [NH2:1][C:2]1[NH:3][C:4]2[CH:10]=[CH:9][CH:8]=[CH:7][C:5]=2[N:6]=1.[C:11](N1C=CN=C1)(N1C=CN=C1)=[O:12].[CH3:23][C:24]1[C:25]([CH2:31][N:32]([CH2:39][C:40]2[C:45]([CH:46]([CH3:48])[CH3:47])=[CH:44][CH:43]=[CH:42][N:41]=2)[CH:33]2[CH2:38][CH2:37][NH:36][CH2:35][CH2:34]2)=[N:26][CH:27]=[C:28]([CH3:30])[CH:29]=1.C([O-])(O)=O.[Na+], predict the reaction product. The product is: [NH:3]1[C:4]2[CH:10]=[CH:9][CH:8]=[CH:7][C:5]=2[N:6]=[C:2]1[NH:1][C:11]([N:36]1[CH2:37][CH2:38][CH:33]([N:32]([CH2:31][C:25]2[C:24]([CH3:23])=[CH:29][C:28]([CH3:30])=[CH:27][N:26]=2)[CH2:39][C:40]2[C:45]([CH:46]([CH3:48])[CH3:47])=[CH:44][CH:43]=[CH:42][N:41]=2)[CH2:34][CH2:35]1)=[O:12]. (2) Given the reactants [CH2:1]([C:3]1[C:8](=[O:9])[NH:7][C:6]([CH3:10])=[C:5]([C:11]2[S:15][C:14]([S:16](Cl)(=[O:18])=[O:17])=[CH:13][CH:12]=2)[CH:4]=1)[CH3:2].[CH2:20]([N:22]1[CH2:26][CH2:25][CH2:24][CH:23]1[CH2:27][NH:28][CH2:29][CH2:30][CH2:31][NH2:32])[CH3:21], predict the reaction product. The product is: [CH2:20]([N:22]1[CH2:26][CH2:25][CH2:24][CH:23]1[CH2:27][NH:28][CH2:29][CH2:30][CH2:31][NH:32][S:16]([C:14]1[S:15][C:11]([C:5]2[CH:4]=[C:3]([CH2:1][CH3:2])[C:8](=[O:9])[NH:7][C:6]=2[CH3:10])=[CH:12][CH:13]=1)(=[O:18])=[O:17])[CH3:21]. (3) Given the reactants Cl[C:2]1[C:11]2=[N:12][N:13](CC3C=CC(OC)=CC=3)[C:14]([CH3:15])=[C:10]2[C:9]2[CH:8]=[CH:7][C:6]([C:25]#[N:26])=[CH:5][C:4]=2[N:3]=1.[NH:27]1[C:35]2[C:30](=[CH:31][CH:32]=[C:33]([NH2:36])[CH:34]=2)[CH:29]=[N:28]1.Cl, predict the reaction product. The product is: [NH:27]1[C:35]2[C:30](=[CH:31][CH:32]=[C:33]([NH:36][C:2]3[C:11]4=[N:12][NH:13][C:14]([CH3:15])=[C:10]4[C:9]4[CH:8]=[CH:7][C:6]([C:25]#[N:26])=[CH:5][C:4]=4[N:3]=3)[CH:34]=2)[CH:29]=[N:28]1.